Task: Regression/Classification. Given a drug SMILES string, predict its absorption, distribution, metabolism, or excretion properties. Task type varies by dataset: regression for continuous measurements (e.g., permeability, clearance, half-life) or binary classification for categorical outcomes (e.g., BBB penetration, CYP inhibition). Dataset: b3db_classification.. Dataset: Blood-brain barrier permeability classification from the B3DB database The compound is C#CC1(OCC(O)CN2CCN(c3ccc(F)cc3)CC2)CCCCC1. The result is 1 (penetrates BBB).